From a dataset of HIV replication inhibition screening data with 41,000+ compounds from the AIDS Antiviral Screen. Binary Classification. Given a drug SMILES string, predict its activity (active/inactive) in a high-throughput screening assay against a specified biological target. (1) The result is 0 (inactive). The compound is CCc1cccc(C)c1NC(=O)C1=C(C)NC(C)=C(C(=O)Nc2c(C)cccc2CC)C1c1ccc2c(c1)OCO2. (2) The molecule is CC(=O)Oc1cc2c(cc1OC(C)=O)C1CCC3(C)C(OC(C)=O)CCC3C1CC2. The result is 0 (inactive). (3) The molecule is O=C(Cc1c(C(=O)Nc2ccccc2)sc(C(=O)Nc2ccccc2)c1CC(=O)Nc1ccccc1)Nc1ccccc1. The result is 0 (inactive). (4) The compound is CC(=O)c1c(O)cc(O)cc1-c1cc(=O)c2c(O)ccc(C(C)=O)c2o1. The result is 0 (inactive). (5) The compound is Nc1nc(O)c2ncn(C3CCC(CO)O3)c2n1. The result is 1 (active). (6) The result is 0 (inactive). The molecule is CCOC(=O)NC(OCc1ccccc1)(C(=O)OC)C(F)(F)F. (7) The compound is CC12CC(c3ccccc3N1)C1CC2(C)Nc2ccccc21. The result is 0 (inactive).